From a dataset of Catalyst prediction with 721,799 reactions and 888 catalyst types from USPTO. Predict which catalyst facilitates the given reaction. (1) Reactant: [Si:1]([O:8][C@@H:9]([CH2:38][O:39][C:40]1[CH:45]=[CH:44][CH:43]=[C:42]([C:46]([F:49])([F:48])[F:47])[CH:41]=1)/[CH:10]=[CH:11]/[C@H:12]1[C@H:16]([O:17][Si:18]([C:21]([CH3:24])([CH3:23])[CH3:22])([CH3:20])[CH3:19])[CH2:15][C:14](=[O:25])[C@@H:13]1[CH2:26]/[CH:27]=[CH:28]\[CH2:29][CH2:30][CH2:31][C:32]([O:34][CH:35]([CH3:37])[CH3:36])=[O:33])([C:4]([CH3:7])([CH3:6])[CH3:5])([CH3:3])[CH3:2].CCC(C)[BH-](C(C)CC)C(C)CC.[Li+].OO.[Na+].[Cl-]. Product: [Si:1]([O:8][C@@H:9]([CH2:38][O:39][C:40]1[CH:45]=[CH:44][CH:43]=[C:42]([C:46]([F:48])([F:47])[F:49])[CH:41]=1)/[CH:10]=[CH:11]/[C@H:12]1[C@H:16]([O:17][Si:18]([C:21]([CH3:23])([CH3:22])[CH3:24])([CH3:19])[CH3:20])[CH2:15][C@H:14]([OH:25])[C@@H:13]1[CH2:26]/[CH:27]=[CH:28]\[CH2:29][CH2:30][CH2:31][C:32]([O:34][CH:35]([CH3:37])[CH3:36])=[O:33])([C:4]([CH3:5])([CH3:6])[CH3:7])([CH3:3])[CH3:2]. The catalyst class is: 1. (2) Reactant: [NH2:1][C:2]1[C:11]2[C:6](=[CH:7][CH:8]=[CH:9][CH:10]=2)[C:5]([O:12][CH2:13][C:14]#[N:15])=[CH:4][CH:3]=1.[F:16][C:17]1[CH:18]=[C:19]([CH:23]=[C:24]([N:26]2[CH2:31][CH2:30][CH:29]([CH3:32])[CH2:28][CH2:27]2)[CH:25]=1)[C:20](O)=[O:21].C(N(C(C)C)CC)(C)C.CN(C(ON1N=NC2C=CC=CC1=2)=[N+](C)C)C.F[P-](F)(F)(F)(F)F. Product: [C:14]([CH2:13][O:12][C:5]1[C:6]2[C:11](=[CH:10][CH:9]=[CH:8][CH:7]=2)[C:2]([NH:1][C:20](=[O:21])[C:19]2[CH:23]=[C:24]([N:26]3[CH2:27][CH2:28][CH:29]([CH3:32])[CH2:30][CH2:31]3)[CH:25]=[C:17]([F:16])[CH:18]=2)=[CH:3][CH:4]=1)#[N:15]. The catalyst class is: 42. (3) Reactant: [Br:1]Br.[OH:3][C:4]1[CH:5]=[C:6]2[C:11](=[CH:12][CH:13]=1)[CH:10]=[C:9]([C:14]1[C:18]3[CH:19]=[CH:20][C:21]([OH:23])=[CH:22][C:17]=3[O:16][N:15]=1)[CH:8]=[CH:7]2.O. Product: [Br:1][C:5]1[C:4]([OH:3])=[CH:13][CH:12]=[C:11]2[C:6]=1[CH:7]=[CH:8][C:9]([C:14]1[C:18]3[CH:19]=[CH:20][C:21]([OH:23])=[CH:22][C:17]=3[O:16][N:15]=1)=[CH:10]2. The catalyst class is: 15. (4) Reactant: C(=[N:14][CH:15]([CH2:18][C:19]1[CH:24]=[CH:23][CH:22]=[CH:21][C:20]=1[O:25][CH3:26])[C:16]#[N:17])(C1C=CC=CC=1)C1C=CC=CC=1.Cl. Product: [NH2:14][CH:15]([CH2:18][C:19]1[CH:24]=[CH:23][CH:22]=[CH:21][C:20]=1[O:25][CH3:26])[C:16]#[N:17]. The catalyst class is: 7. (5) The catalyst class is: 1. Reactant: [CH3:1][O:2][C:3](=[O:12])[CH2:4][CH2:5][S:6][CH2:7][C:8](OC)=[O:9].CCCCCC.[H-].[Na+]. Product: [CH3:1][O:2][C:3]([CH:4]1[C:8](=[O:9])[CH2:7][S:6][CH2:5]1)=[O:12]. (6) Reactant: [F:1][C:2]([F:31])([F:30])[S:3]([O:6][C:7]1[CH:12]=[CH:11][CH:10]=[C:9]([C:13]2([C:23]3[CH:28]=[CH:27][CH:26]=[C:25](Br)[CH:24]=3)[C:17]3=[N:18][CH2:19][CH2:20][CH2:21][N:16]3[C:15]([NH2:22])=[N:14]2)[CH:8]=1)(=[O:5])=[O:4].[Cl:32][C:33]1[CH:34]=[C:35](B(O)O)[CH:36]=[CH:37][CH:38]=1.C(=O)([O-])[O-].[K+].[K+].C(OCC)(=O)C. Product: [F:1][C:2]([F:31])([F:30])[S:3]([O:6][C:7]1[CH:12]=[CH:11][CH:10]=[C:9]([C:13]2([C:23]3[CH:24]=[C:25]([C:37]4[CH:36]=[CH:35][CH:34]=[C:33]([Cl:32])[CH:38]=4)[CH:26]=[CH:27][CH:28]=3)[C:17]3=[N:18][CH2:19][CH2:20][CH2:21][N:16]3[C:15]([NH2:22])=[N:14]2)[CH:8]=1)(=[O:5])=[O:4]. The catalyst class is: 38. (7) Product: [CH2:35]([C:32]1[N:31]=[CH:30][C:29]([C:25]2[CH:24]=[C:23]([C:21]3[CH2:20][C:19](=[O:37])[NH:18][C:9]4[CH:10]=[C:11]([C:14]([F:17])([F:16])[F:15])[CH:12]=[CH:13][C:8]=4[N:7]=3)[CH:28]=[CH:27][CH:26]=2)=[CH:34][CH:33]=1)[CH3:36]. The catalyst class is: 2. Reactant: C(OC(=O)[NH:7][C:8]1[CH:13]=[CH:12][C:11]([C:14]([F:17])([F:16])[F:15])=[CH:10][C:9]=1[NH:18][C:19](=[O:37])[CH2:20][C:21]([C:23]1[CH:28]=[CH:27][CH:26]=[C:25]([C:29]2[CH:30]=[N:31][C:32]([CH2:35][CH3:36])=[CH:33][CH:34]=2)[CH:24]=1)=O)(C)(C)C.C(O)(C(F)(F)F)=O. (8) Reactant: [F:1][C:2]1[C:3]([N:24]2[C:32](=[O:33])[C:31]3[C:26](=[CH:27][CH:28]=[CH:29][CH:30]=3)[C:25]2=[O:34])=[CH:4][C:5]([S:10]([N:13]2[C:19]3[CH:20]=[CH:21][CH:22]=[CH:23][C:18]=3[CH2:17][CH2:16][CH2:15][CH2:14]2)(=[O:12])=[O:11])=[C:6]([O:8]C)[CH:7]=1.B(Br)(Br)Br.Cl. Product: [F:1][C:2]1[C:3]([N:24]2[C:25](=[O:34])[C:26]3[C:31](=[CH:30][CH:29]=[CH:28][CH:27]=3)[C:32]2=[O:33])=[CH:4][C:5]([S:10]([N:13]2[C:19]3[CH:20]=[CH:21][CH:22]=[CH:23][C:18]=3[CH2:17][CH2:16][CH2:15][CH2:14]2)(=[O:11])=[O:12])=[C:6]([OH:8])[CH:7]=1. The catalyst class is: 2. (9) Reactant: [Cl:1][C:2]1[C:11]2[C:6](=[CH:7][C:8]([OH:14])=[C:9]([O:12][CH3:13])[CH:10]=2)[N:5]=[CH:4][N:3]=1.C1(P(C2C=CC=CC=2)C2C=CC=CC=2)C=CC=CC=1.[CH2:34]([N:37]1[CH2:42][CH2:41][N:40]([CH2:43][CH2:44][CH2:45]O)[CH2:39][CH2:38]1)[C:35]#[CH:36]. Product: [Cl:1][C:2]1[C:11]2[C:6](=[CH:7][C:8]([O:14][CH2:45][CH2:44][CH2:43][N:40]3[CH2:39][CH2:38][N:37]([CH2:34][C:35]#[CH:36])[CH2:42][CH2:41]3)=[C:9]([O:12][CH3:13])[CH:10]=2)[N:5]=[CH:4][N:3]=1. The catalyst class is: 4. (10) Reactant: [N+:1]([CH2:3][C:4]([O:6][CH3:7])=[O:5])#[C-:2].C1CCN2C(=NCCC2)CC1.[C:19](OC(=O)C)(=[O:21])[CH3:20]. Product: [CH3:20][C:19]1[O:21][CH:2]=[N:1][C:3]=1[C:4]([O:6][CH3:7])=[O:5]. The catalyst class is: 1.